From a dataset of Full USPTO retrosynthesis dataset with 1.9M reactions from patents (1976-2016). Predict the reactants needed to synthesize the given product. (1) Given the product [CH2:1]([N:8]1[CH:12]=[C:11]2[C:10]([N:31]([OH:33])[C:23](=[O:24])[C@@H:14]([NH:15][C:16](=[O:17])[O:18][C:19]([CH3:21])([CH3:20])[CH3:22])[CH2:13]2)=[N:9]1)[C:2]1[CH:7]=[CH:6][CH:5]=[CH:4][CH:3]=1, predict the reactants needed to synthesize it. The reactants are: [CH2:1]([N:8]1[CH:12]=[C:11]([CH2:13][C@@H:14]([C:23](OCC(F)(F)F)=[O:24])[NH:15][C:16]([O:18][C:19]([CH3:22])([CH3:21])[CH3:20])=[O:17])[C:10]([N+:31]([O-:33])=O)=[N:9]1)[C:2]1[CH:7]=[CH:6][CH:5]=[CH:4][CH:3]=1. (2) Given the product [O:15]1[C:16]2[CH:22]=[CH:21][CH:20]=[CH:19][C:17]=2[N:18]=[C:14]1[C:11]1[CH:12]=[CH:13][C:7]2[N:6]([CH2:5][CH2:4][OH:3])[C:24]([CH3:25])=[N:9][C:8]=2[CH:10]=1, predict the reactants needed to synthesize it. The reactants are: CO.[OH:3][CH2:4][CH2:5][NH:6][C:7]1[CH:13]=[CH:12][C:11]([C:14]2[O:15][C:16]3[CH:22]=[CH:21][CH:20]=[CH:19][C:17]=3[N:18]=2)=[CH:10][C:8]=1[NH2:9].Cl.[C:24](=N)(OC)[CH3:25].